The task is: Predict the reaction yield, written as a fraction of the theoretical maximum amount of product (1.0 means a 100% yield; for example, 0.34 means a 34% yield).. This data is from Reaction yield outcomes from USPTO patents with 853,638 reactions. (1) The reactants are Cl[C:2]1[N:7]=[C:6]2[NH:8][N:9]=[CH:10][C:5]2=[C:4]([NH:11][CH:12]2[CH2:14][CH2:13]2)[N:3]=1.[O:15]1[CH2:20][CH2:19][N:18]([C:21]2[CH:27]=[CH:26][C:24]([NH2:25])=[CH:23][CH:22]=2)[CH2:17][CH2:16]1. The catalyst is C(O)CCC. The product is [CH:12]1([NH:11][C:4]2[N:3]=[C:2]([NH:25][C:24]3[CH:23]=[CH:22][C:21]([N:18]4[CH2:19][CH2:20][O:15][CH2:16][CH2:17]4)=[CH:27][CH:26]=3)[N:7]=[C:6]3[NH:8][N:9]=[CH:10][C:5]=23)[CH2:14][CH2:13]1. The yield is 0.150. (2) The reactants are [CH3:1][O:2][C:3](=[O:17])[C:4]1[CH:9]=[CH:8][C:7]([CH:10]([OH:16])[CH2:11][C:12]([CH3:15])([CH3:14])[CH3:13])=[CH:6][CH:5]=1.N(C(N1[CH2:35][CH2:34][CH2:33][CH2:32][CH2:31]1)=O)=NC(N1[CH2:35][CH2:34][CH2:33][CH2:32][CH2:31]1)=O.[CH2:36](P(CCCC)CCCC)[CH2:37][CH2:38]C.[Br:49]C1C=C(C)C(O)=C(C)C=1. The catalyst is C1COCC1.C1(C)C=CC=CC=1. The product is [CH3:1][O:2][C:3](=[O:17])[C:4]1[CH:9]=[CH:8][C:7]([CH:10]([O:16][C:37]2[CH:38]=[C:34]([CH3:35])[C:33]([Br:49])=[C:32]([CH3:31])[CH:36]=2)[CH2:11][C:12]([CH3:13])([CH3:14])[CH3:15])=[CH:6][CH:5]=1. The yield is 0.490. (3) The reactants are [CH2:1]([C:3]1[CH:9]=[CH:8][CH:7]=[CH:6][C:4]=1[NH2:5])[CH3:2].[CH:10]([C:12]([CH3:14])=O)=[CH2:11]. The catalyst is C(O)(=O)C.[Cl-].[Zn+2].[Cl-]. The product is [CH2:1]([C:3]1[CH:9]=[CH:8][CH:7]=[C:6]2[C:4]=1[N:5]=[CH:11][CH:10]=[C:12]2[CH3:14])[CH3:2]. The yield is 0.600.